From a dataset of Full USPTO retrosynthesis dataset with 1.9M reactions from patents (1976-2016). Predict the reactants needed to synthesize the given product. (1) Given the product [CH2:24]([O:23][C:21](=[O:22])[CH2:20][N:10]1[CH2:11][CH2:12][CH:13]([C:15]([O:17][CH3:18])=[O:16])[CH2:14][CH:9]1[CH2:8][CH2:7][C:1]1[CH:6]=[CH:5][CH:4]=[CH:3][CH:2]=1)[CH3:25], predict the reactants needed to synthesize it. The reactants are: [C:1]1([CH2:7][CH2:8][CH:9]2[CH2:14][CH:13]([C:15]([O:17][CH3:18])=[O:16])[CH2:12][CH2:11][NH:10]2)[CH:6]=[CH:5][CH:4]=[CH:3][CH:2]=1.Br[CH2:20][C:21]([O:23][CH2:24][CH3:25])=[O:22].C([O-])([O-])=O.[K+].[K+]. (2) Given the product [F:1][C:2]1[C:7]([F:8])=[CH:6][CH:5]=[CH:4][C:3]=1[C:9]1[N:10]=[C:11]2[C:16]([NH2:17])=[N:18][NH:19][C:14]([NH2:15])=[C:12]2[N:13]=1, predict the reactants needed to synthesize it. The reactants are: [F:1][C:2]1[C:7]([F:8])=[CH:6][CH:5]=[CH:4][C:3]=1[C:9]1[NH:10][C:11]([C:16]#[N:17])=[C:12]([C:14]#[N:15])[N:13]=1.[NH2:18][NH2:19]. (3) Given the product [N:1]([CH2:4][CH:5]1[O:10][C:9]2[C:11]([C:22]3[CH:23]=[C:18]([Cl:17])[CH:19]=[CH:20][C:21]=3[Cl:24])=[CH:12][CH:13]=[CH:14][C:8]=2[N:7]([CH3:16])[CH2:6]1)=[N+:2]=[N-:3], predict the reactants needed to synthesize it. The reactants are: [N:1]([CH2:4][CH:5]1[O:10][C:9]2[C:11](Br)=[CH:12][CH:13]=[CH:14][C:8]=2[N:7]([CH3:16])[CH2:6]1)=[N+:2]=[N-:3].[Cl:17][C:18]1[CH:23]=[CH:22][C:21]([Cl:24])=[CH:20][C:19]=1B(O)O. (4) Given the product [C:1]([O:4][C@@H:5]1[CH2:9][C@H:8]([C:10]2[N:14]3[C:15]4[C:21]([CH3:22])=[CH:20][N:19]([S:23]([C:26]5[CH:27]=[CH:28][C:29]([CH3:30])=[CH:31][CH:32]=5)(=[O:24])=[O:25])[C:16]=4[N:17]=[CH:18][C:13]3=[C:12]([Br:43])[N:11]=2)[N:7]([C:33](=[O:35])[CH3:34])[CH2:6]1)(=[O:3])[CH3:2], predict the reactants needed to synthesize it. The reactants are: [C:1]([O:4][C@@H:5]1[CH2:9][C@H:8]([C:10]2[N:14]3[C:15]4[C:21]([CH3:22])=[CH:20][N:19]([S:23]([C:26]5[CH:32]=[CH:31][C:29]([CH3:30])=[CH:28][CH:27]=5)(=[O:25])=[O:24])[C:16]=4[N:17]=[CH:18][C:13]3=[CH:12][N:11]=2)[N:7]([C:33](=[O:35])[CH3:34])[CH2:6]1)(=[O:3])[CH3:2].C1C(=O)N([Br:43])C(=O)C1. (5) The reactants are: [N:1]([C:4]1[CH:9]=[CH:8][C:7]([F:10])=[CH:6][CH:5]=1)=[N+:2]=[N-:3].[CH2:11]([OH:14])[C:12]#[CH:13].[Na].O=C1O[C@H]([C@H](CO)O)C(O)=C1O. Given the product [F:10][C:7]1[CH:8]=[CH:9][C:4]([N:1]2[CH:13]=[C:12]([CH2:11][OH:14])[N:3]=[N:2]2)=[CH:5][CH:6]=1, predict the reactants needed to synthesize it.